From a dataset of CYP1A2 inhibition data for predicting drug metabolism from PubChem BioAssay. Regression/Classification. Given a drug SMILES string, predict its absorption, distribution, metabolism, or excretion properties. Task type varies by dataset: regression for continuous measurements (e.g., permeability, clearance, half-life) or binary classification for categorical outcomes (e.g., BBB penetration, CYP inhibition). Dataset: cyp1a2_veith. The compound is O=C(c1cccc(F)c1)N1CCC2(CC1)CCN(c1ccccc1)CC2. The result is 1 (inhibitor).